This data is from Forward reaction prediction with 1.9M reactions from USPTO patents (1976-2016). The task is: Predict the product of the given reaction. (1) Given the reactants [C:1]([O:5][CH:6]([C:11]1[C:12]([C:21]2[CH:22]=[C:23]3[C:28](=[CH:29][CH:30]=2)[O:27][CH2:26][CH2:25][CH2:24]3)=[C:13]2[CH:20]=[CH:19][NH:18][C:14]2=[N:15][C:16]=1[CH3:17])[C:7]([O:9]C)=[O:8])([CH3:4])([CH3:3])[CH3:2].[F:31][C:32]1[CH:33]=[C:34]([CH:37]=[C:38]([F:41])[C:39]=1[F:40])[CH2:35]Br, predict the reaction product. The product is: [C:1]([O:5][CH:6]([C:11]1[C:12]([C:21]2[CH:22]=[C:23]3[C:28](=[CH:29][CH:30]=2)[O:27][CH2:26][CH2:25][CH2:24]3)=[C:13]2[CH:20]=[CH:19][N:18]([CH2:35][C:34]3[CH:33]=[C:32]([F:31])[C:39]([F:40])=[C:38]([F:41])[CH:37]=3)[C:14]2=[N:15][C:16]=1[CH3:17])[C:7]([OH:9])=[O:8])([CH3:4])([CH3:3])[CH3:2]. (2) Given the reactants COC1C=C(NC2C3C(=C(C)C=C(S(C4C=CC=C(C(=O)NC5C=CC(C6C=CC(CCCC=O)=CC=6)=CC=5)C=4)(=O)=O)C=3)N=CC=2C(N)=O)C=CC=1.[OH:53][CH2:54][CH2:55][CH2:56][CH2:57][CH2:58][C:59]1[CH:64]=[CH:63][C:62]([C:65]2[CH:70]=[CH:69][C:68]([S:71]([C:74]3[CH:75]=[C:76]4[C:81](=[C:82]([CH3:84])[CH:83]=3)[N:80]=[CH:79][C:78]([C:85]([NH2:87])=[O:86])=[C:77]4[NH:88][C:89]3[CH:94]=[CH:93][CH:92]=[C:91]([O:95][CH3:96])[CH:90]=3)(=[O:73])=[O:72])=[CH:67][CH:66]=2)=[CH:61][CH:60]=1, predict the reaction product. The product is: [CH3:96][O:95][C:91]1[CH:90]=[C:89]([NH:88][C:77]2[C:76]3[C:81](=[C:82]([CH3:84])[CH:83]=[C:74]([S:71]([C:68]4[CH:67]=[CH:66][C:65]([C:62]5[CH:63]=[CH:64][C:59]([CH2:58][CH2:57][CH2:56][CH2:55][CH:54]=[O:53])=[CH:60][CH:61]=5)=[CH:70][CH:69]=4)(=[O:72])=[O:73])[CH:75]=3)[N:80]=[CH:79][C:78]=2[C:85]([NH2:87])=[O:86])[CH:94]=[CH:93][CH:92]=1. (3) The product is: [CH3:1][O:2][C:3]([C:5]1[S:6][C:7]([O:25][CH2:26][C:27]([F:28])([F:29])[F:30])=[C:8]2[C:12]=1[N:11]([CH2:32][C:33]1[CH:37]=[C:36]([C:38]3[S:39][C:40]([Cl:43])=[CH:41][CH:42]=3)[O:35][N:34]=1)[C:10]([C:13](=[O:24])[NH:14][CH:15]1[CH2:16][CH2:17][N:18]([CH:21]([CH3:23])[CH3:22])[CH2:19][CH2:20]1)=[N:9]2)=[O:4]. Given the reactants [CH3:1][O:2][C:3]([C:5]1[S:6][C:7]([O:25][CH2:26][C:27]([F:30])([F:29])[F:28])=[C:8]2[C:12]=1[NH:11][C:10]([C:13](=[O:24])[NH:14][CH:15]1[CH2:20][CH2:19][N:18]([CH:21]([CH3:23])[CH3:22])[CH2:17][CH2:16]1)=[N:9]2)=[O:4].Br[CH2:32][C:33]1[CH:37]=[C:36]([C:38]2[S:39][C:40]([Cl:43])=[CH:41][CH:42]=2)[O:35][N:34]=1, predict the reaction product. (4) Given the reactants [OH:1][C@H:2]1[CH2:7][N:6]([C:8]([C:10]2[CH:15]=[CH:14][CH:13]=[CH:12][C:11]=2[N:16]2[N:20]=[CH:19][CH:18]=[N:17]2)=[O:9])[C@H:5]([CH3:21])[CH2:4][CH2:3]1.[H-].[Na+].F[C:25]1[C:30]([C:31]([OH:34])([CH3:33])[CH3:32])=[CH:29][CH:28]=[CH:27][N:26]=1, predict the reaction product. The product is: [CH3:21][C@H:5]1[N:6]([C:8]([C:10]2[CH:15]=[CH:14][CH:13]=[CH:12][C:11]=2[N:16]2[N:20]=[CH:19][CH:18]=[N:17]2)=[O:9])[CH2:7][C@H:2]([O:1][C:25]2[C:30]([C:31]([OH:34])([CH3:33])[CH3:32])=[CH:29][CH:28]=[CH:27][N:26]=2)[CH2:3][CH2:4]1. (5) Given the reactants [F:1][C:2]([F:26])([F:25])[C:3]1[CH:4]=[C:5]([C:9]2[N:10]=[C:11]([CH2:14][N:15]3[CH:19]=[C:18]([C:20]([O:22]CC)=[O:21])[CH:17]=[N:16]3)[S:12][CH:13]=2)[CH:6]=[CH:7][CH:8]=1.C(O)C.[OH-].[Na+], predict the reaction product. The product is: [F:26][C:2]([F:1])([F:25])[C:3]1[CH:4]=[C:5]([C:9]2[N:10]=[C:11]([CH2:14][N:15]3[CH:19]=[C:18]([C:20]([OH:22])=[O:21])[CH:17]=[N:16]3)[S:12][CH:13]=2)[CH:6]=[CH:7][CH:8]=1.